This data is from Catalyst prediction with 721,799 reactions and 888 catalyst types from USPTO. The task is: Predict which catalyst facilitates the given reaction. Reactant: C[O:2][C:3](=[O:31])[CH2:4][CH2:5][O:6][C:7]1[CH:12]=[CH:11][C:10]([N:13]2[C:17]([C:18]3[CH:23]=[CH:22][CH:21]=[CH:20][CH:19]=3)=[CH:16][C:15]([C:24]3[CH:29]=[CH:28][CH:27]=[CH:26][CH:25]=3)=[C:14]2[CH3:30])=[CH:9][CH:8]=1.[Li+].[OH-].CO.O. Product: [CH3:30][C:14]1[N:13]([C:10]2[CH:9]=[CH:8][C:7]([O:6][CH2:5][CH2:4][C:3]([OH:31])=[O:2])=[CH:12][CH:11]=2)[C:17]([C:18]2[CH:23]=[CH:22][CH:21]=[CH:20][CH:19]=2)=[CH:16][C:15]=1[C:24]1[CH:25]=[CH:26][CH:27]=[CH:28][CH:29]=1. The catalyst class is: 1.